From a dataset of NCI-60 drug combinations with 297,098 pairs across 59 cell lines. Regression. Given two drug SMILES strings and cell line genomic features, predict the synergy score measuring deviation from expected non-interaction effect. Drug 1: CCCCCOC(=O)NC1=NC(=O)N(C=C1F)C2C(C(C(O2)C)O)O. Drug 2: C1CCC(C(C1)N)N.C(=O)(C(=O)[O-])[O-].[Pt+4]. Cell line: PC-3. Synergy scores: CSS=7.95, Synergy_ZIP=-1.79, Synergy_Bliss=2.29, Synergy_Loewe=-6.57, Synergy_HSA=1.23.